From a dataset of Full USPTO retrosynthesis dataset with 1.9M reactions from patents (1976-2016). Predict the reactants needed to synthesize the given product. (1) Given the product [Cl:1][C:2]1[N:10]=[C:9]2[C:5]([N:6]=[CH:7][N:8]2[CH3:21])=[C:4]([N:11]2[CH:12]3[CH2:18][CH2:17][CH:16]2[CH2:15][O:14][CH2:13]3)[N:3]=1, predict the reactants needed to synthesize it. The reactants are: [Cl:1][C:2]1[N:10]=[C:9]2[C:5]([N:6]=[CH:7][NH:8]2)=[C:4]([N:11]2[CH:16]3[CH2:17][CH2:18][CH:12]2[CH2:13][O:14][CH2:15]3)[N:3]=1.CI.[C:21]([O-])([O-])=O.[K+].[K+]. (2) Given the product [F:1][C:2]1[CH:3]=[C:4]2[C:9](=[CH:10][CH:11]=1)[CH:8]=[N:7][C:6]([NH:12][C:13](=[O:43])[O:14][CH2:15][C@@H:16]([N:29]([CH3:42])[C:30]([NH:32][CH2:33][C:34]1[CH:39]=[CH:38][CH:37]=[C:36]([F:40])[C:35]=1[Cl:41])=[O:31])[CH2:17][C:18]([CH3:27])([CH3:28])[CH2:19][O:20][P:21]([OH:23])([OH:25])=[O:22])=[CH:5]2, predict the reactants needed to synthesize it. The reactants are: [F:1][C:2]1[CH:3]=[C:4]2[C:9](=[CH:10][CH:11]=1)[CH:8]=[N:7][C:6]([NH:12][C:13](=[O:43])[O:14][CH2:15][C@@H:16]([N:29]([CH3:42])[C:30]([NH:32][CH2:33][C:34]1[CH:39]=[CH:38][CH:37]=[C:36]([F:40])[C:35]=1[Cl:41])=[O:31])[CH2:17][C:18]([CH3:28])([CH3:27])[CH2:19][O:20][P:21]([O:25]C)([O:23]C)=[O:22])=[CH:5]2.[Si](I)(C)(C)C. (3) Given the product [C:14]1([CH2:13][CH2:12][CH2:11][CH2:10][C:9]#[C:8][C:7]2[CH:2]=[CH:3][C:4]([CH2:20][OH:21])=[CH:5][CH:6]=2)[CH:15]=[CH:16][CH:17]=[CH:18][CH:19]=1, predict the reactants needed to synthesize it. The reactants are: Br[C:2]1[CH:3]=[C:4]([CH2:20][OH:21])[CH:5]=[CH:6][C:7]=1[C:8]#[C:9][CH2:10][CH2:11][CH2:12][CH2:13][C:14]1[CH:19]=[CH:18][CH:17]=[CH:16][CH:15]=1.[Li]CCCC. (4) Given the product [CH2:26]([O:11][C:10](=[O:12])[C@H:9]([C:13]1[CH:18]=[CH:17][C:16]([O:19][CH2:9][C:13]2[CH:18]=[CH:17][CH:16]=[CH:15][CH:14]=2)=[CH:15][CH:14]=1)[NH:8][C:6]([O:5][C:1]([CH3:4])([CH3:2])[CH3:3])=[O:7])[C:27]1[CH:32]=[CH:31][CH:30]=[CH:29][CH:28]=1, predict the reactants needed to synthesize it. The reactants are: [C:1]([O:5][C:6]([NH:8][C@@H:9]([C:13]1[CH:18]=[CH:17][C:16]([OH:19])=[CH:15][CH:14]=1)[C:10]([OH:12])=[O:11])=[O:7])([CH3:4])([CH3:3])[CH3:2].C(=O)([O-])[O-].[K+].[K+].[CH2:26](Br)[C:27]1[CH:32]=[CH:31][CH:30]=[CH:29][CH:28]=1.O. (5) Given the product [CH2:1]([NH:8][S:47]([C:43]1[CH:44]=[CH:45][CH:46]=[C:41]([C:37]2[CH:36]=[C:35]([C:21]3[N:20]=[C:19]([C:18]([F:17])([F:51])[F:52])[CH:24]=[C:23]([C:25]4[CH:30]=[CH:29][C:28]([C:31]([F:34])([F:32])[F:33])=[CH:27][CH:26]=4)[N:22]=3)[CH:40]=[CH:39][N:38]=2)[CH:42]=1)(=[O:48])=[O:49])[C:2]1[CH:7]=[CH:6][CH:5]=[CH:4][CH:3]=1, predict the reactants needed to synthesize it. The reactants are: [CH2:1]([NH2:8])[C:2]1[CH:7]=[CH:6][CH:5]=[CH:4][CH:3]=1.C(N(CC)CC)C.Cl.[F:17][C:18]([F:52])([F:51])[C:19]1[CH:24]=[C:23]([C:25]2[CH:30]=[CH:29][C:28]([C:31]([F:34])([F:33])[F:32])=[CH:27][CH:26]=2)[N:22]=[C:21]([C:35]2[CH:40]=[CH:39][N:38]=[C:37]([C:41]3[CH:42]=[C:43]([S:47](Cl)(=[O:49])=[O:48])[CH:44]=[CH:45][CH:46]=3)[CH:36]=2)[N:20]=1.